From a dataset of Experimentally validated miRNA-target interactions with 360,000+ pairs, plus equal number of negative samples. Binary Classification. Given a miRNA mature sequence and a target amino acid sequence, predict their likelihood of interaction. (1) The miRNA is hsa-miR-452-3p with sequence CUCAUCUGCAAAGAAGUAAGUG. The protein sequence of the target gene is MAAPGPLPAAALSPGAPTPRELMHGVAGVTSRAGRDREAGSVLPAGNRGARKASRRSSSRSMSRDNKFSKKDCLSIRNVVASIQTKEGLNLKLISGDVLYIWADVIVNSVPMNLQLGGGPLSRAFLQKAGPMLQKELDDRRRETEEKVGNIFMTSGCNLDCKAVLHAVAPYWNNGAETSWQIMANIIKKCLTTVEVLSFSSITFPMIGTGSLQFPKAVFAKLILSEVFEYSSSTRPITSPLQEVHFLVYTNDDEGCQAFLDEFTNWSRINPNKARIPMAGDTQGVVGTVSKPCFTAYEMK.... Result: 1 (interaction). (2) The miRNA is hsa-miR-320e with sequence AAAGCUGGGUUGAGAAGG. The protein sequence of the target gene is MEVPPATKFGETFAFENRLESQQGLFPGEDLGDPFLQERGLEQMAVIYKEIPLGEQDEENDDYEGNFSLCSSPVQHQSIPPGTRPQDDELFGQTFLQKSDLSMCQIIHSEEPSPCDCAETDRGDSGPNAPHRTPQPAKPYACRECGKAFSQSSHLLRHLVIHTGEKPYECCECGKAFSQSSHLLRHQIIHTGEKPYECRECGKAFRQSSALTQHQKIHTGKRPYECRECGKDFSRSSSLRKHERIHTGERPYQCKECGKSFNQSSGLSQHRKIHTLKKPHECDLCGKAFCHRSHLIRHQR.... Result: 1 (interaction). (3) The miRNA is hsa-miR-6755-5p with sequence UAGGGUAGACACUGACAACGUU. Result: 1 (interaction). The protein sequence of the target gene is MGSQSSKAPRGDVTAEEAAGASPAKANGQENGHVKSNGDLSPKGEGESPPVNGTDEAAGATGDAIEPAPPSQGAEAKGEVPPKETPKKKKKFSFKKPFKLSGLSFKRNRKEGGGDSSASSPTEEEQEQGEIGACSDEGTAQEGKAAATPESQEPQAKGAEASAASEEEAGPQATEPSTPSGPESGPTPASAEQNE. (4) The miRNA is hsa-miR-335-5p with sequence UCAAGAGCAAUAACGAAAAAUGU. The protein sequence of the target gene is MNSMTSAVPVANSVLVVAPHNGYPVTPGIMSHVPLYPNSQPQVHLVPGNPPSLVSNVNGQPVQKALKEGKTLGAIQIIIGLAHIGLGSIMATVLVGEYLSISFYGGFPFWGGLWFIISGSLSVAAENQPYSYCLLSGSLGLNIVSAICSAVGVILFITDLSIPHPYAYPDYYPYAWGVNPGMAISGVLLVFCLLEFGIACASSHFGCQLVCCQSSNVSVIYPNIYAANPVITPEPVTSPPSYSSEIQANK. Result: 1 (interaction). (5) The miRNA is mmu-miR-139-5p with sequence UCUACAGUGCACGUGUCUCCAG. The protein sequence of the target gene is MEPAGPAPGRLGPLLLCLLLSASCFCTGATGKELKVTQPEKSVSVAAGDSTVLNCTLTSLLPVGPIRWYRGVGPSRLLIYSFAGEYVPRIRNVSDTTKRNNMDFSIRISNVTPADAGIYYCVKFQKGSSEPDTEIQSGGGTEVYVLAKPSPPEVSGPADRGIPDQKVNFTCKSHGFSPRNITLKWFKDGQELHPLETTVNPSGKNVSYNISSTVRVVLNSMDVNSKVICEVAHITLDRSPLRGIANLSNFIRVSPTVKVTQQSPTSMNQVNLTCRAERFYPEDLQLIWLENGNVSRNDTP.... Result: 1 (interaction). (6) The miRNA is hsa-miR-4296 with sequence AUGUGGGCUCAGGCUCA. The protein sequence of the target gene is MAGRGGAARPNGPAAGNKICQFKLVLLGESAVGKSSLVLRFVKGQFHEYQESTIGAAFLTQTVCLDDTTVKFEIWDTAGQERYHSLAPMYYRGAQAAIVVYDITNTDTFARAKNWVKELQRQASPNIVIALAGNKADLASKRAVEFQEAQAYADDNSLLFMETSAKTAMNVNEIFMAIAKKLPKNEPQNATGAPGRNRGVDLQENNPASRSQCCSN. Result: 1 (interaction).